This data is from Forward reaction prediction with 1.9M reactions from USPTO patents (1976-2016). The task is: Predict the product of the given reaction. (1) Given the reactants [CH3:1][O:2][C:3]1[CH:8]=[CH:7][C:6]([N:9]2[CH:18]([CH3:19])[C:17]3[C:12](=[N:13][C:14]([NH:20][C:21]4[CH:26]=[CH:25][CH:24]=[CH:23][CH:22]=4)=[N:15][CH:16]=3)[N:11]([C:27]3[CH:32]=[CH:31][CH:30]=[CH:29][CH:28]=3)[C:10]2=[O:33])=[CH:5][CH:4]=1.[C:34](OC(=O)C)(=[O:36])[CH3:35], predict the reaction product. The product is: [CH3:1][O:2][C:3]1[CH:8]=[CH:7][C:6]([N:9]2[CH:18]([CH3:19])[C:17]3[CH:16]=[N:15][C:14]([N:20]([C:21]4[CH:26]=[CH:25][CH:24]=[CH:23][CH:22]=4)[C:34](=[O:36])[CH3:35])=[N:13][C:12]=3[N:11]([C:27]3[CH:28]=[CH:29][CH:30]=[CH:31][CH:32]=3)[C:10]2=[O:33])=[CH:5][CH:4]=1. (2) Given the reactants [Cl:1][C:2]1[CH:3]=[CH:4][C:5]2[N:11]3[CH2:12][C@H:8]([CH2:9][CH2:10]3)[NH:7][C:6]=2[N:13]=1.[N:14]1[CH:19]=[CH:18][N:17]=[CH:16][C:15]=1[NH:20][C:21](=O)[O:22]C1C=CC=CC=1, predict the reaction product. The product is: [Cl:1][C:2]1[CH:3]=[CH:4][C:5]2[N:11]3[CH2:12][C@H:8]([CH2:9][CH2:10]3)[N:7]([C:21]([NH:20][C:15]3[CH:16]=[N:17][CH:18]=[CH:19][N:14]=3)=[O:22])[C:6]=2[N:13]=1. (3) Given the reactants [C:1]([O:14][CH2:15][C:16]1[CH:21]=[CH:20][CH:19]=[CH:18][CH:17]=1)(=[O:13])[CH2:2][C:3]([O:5]CC1C=CC=CC=1)=O.Br[CH2:23][C:24]([C:26]1[CH:31]=[CH:30][CH:29]=[CH:28][CH:27]=1)=[O:25].[H-].[Na+].Cl, predict the reaction product. The product is: [OH:5][C:3]1[CH:23]=[C:24]([OH:25])[C:26]2[C:27](=[CH:28][CH:29]=[CH:30][CH:31]=2)[C:2]=1[C:1]([O:14][CH2:15][C:16]1[CH:17]=[CH:18][CH:19]=[CH:20][CH:21]=1)=[O:13]. (4) Given the reactants [CH2:1]([O:3][C:4](=[O:18])[CH2:5][O:6][C:7]1[CH:12]=[CH:11][CH:10]=[CH:9][C:8]=1[CH2:13][CH2:14][CH2:15][O:16][CH3:17])[CH3:2].[N+:19]([O-])([OH:21])=[O:20], predict the reaction product. The product is: [CH2:1]([O:3][C:4](=[O:18])[CH2:5][O:6][C:7]1[CH:12]=[CH:11][C:10]([N+:19]([O-:21])=[O:20])=[CH:9][C:8]=1[CH2:13][CH2:14][CH2:15][O:16][CH3:17])[CH3:2]. (5) Given the reactants C([O:3][C:4]([C:6]1[C:7]([CH2:25][CH3:26])=[N:8][C:9]([NH:14][CH2:15][CH2:16][CH2:17][C:18]2[CH:23]=[CH:22][CH:21]=[C:20]([OH:24])[CH:19]=2)=[N:10][C:11]=1[CH2:12][CH3:13])=[O:5])C.O[Li].O, predict the reaction product. The product is: [CH2:25]([C:7]1[C:6]([C:4]([OH:5])=[O:3])=[C:11]([CH2:12][CH3:13])[N:10]=[C:9]([NH:14][CH2:15][CH2:16][CH2:17][C:18]2[CH:23]=[CH:22][CH:21]=[C:20]([OH:24])[CH:19]=2)[N:8]=1)[CH3:26]. (6) Given the reactants [NH2:1][C:2]1[S:3][C:4]([C:14]([NH2:16])=[O:15])=[C:5]([C:7]2[CH:12]=[CH:11][CH:10]=[C:9]([Cl:13])[CH:8]=2)[N:6]=1.[C:17]([O:21][C:22]([N:24]1[CH2:29][CH2:28][CH:27]([CH2:30][O:31][C:32]2[CH:37]=[CH:36][C:35]([N+:38]([O-:40])=[O:39])=[C:34](F)[CH:33]=2)[CH2:26][CH2:25]1)=[O:23])([CH3:20])([CH3:19])[CH3:18].CN(C)C=O.C(=O)([O-])[O-].[Cs+].[Cs+], predict the reaction product. The product is: [C:17]([O:21][C:22]([N:24]1[CH2:29][CH2:28][CH:27]([CH2:30][O:31][C:32]2[CH:33]=[CH:34][C:35]([N+:38]([O-:40])=[O:39])=[C:36]([NH:1][C:2]3[S:3][C:4]([C:14](=[O:15])[NH2:16])=[C:5]([C:7]4[CH:12]=[CH:11][CH:10]=[C:9]([Cl:13])[CH:8]=4)[N:6]=3)[CH:37]=2)[CH2:26][CH2:25]1)=[O:23])([CH3:20])([CH3:18])[CH3:19]. (7) Given the reactants [C:1]1([N:7]2[C:12](=O)C3SC=C(C4C=CC=CC=4)C=3N=C2)[CH:6]=[CH:5][CH:4]=[CH:3][CH:2]=1.[NH2:23][C:24]1[C:28]([C:29]2[CH:34]=[CH:33][CH:32]=[CH:31][C:30]=2[F:35])=[CH:27][S:26][C:25]=1[C:36]([O:38]C)=O.C(OCC)(OCC)[O:41]CC.NC1C=CC(O)=CC=1, predict the reaction product. The product is: [F:35][C:30]1[CH:31]=[CH:32][CH:33]=[CH:34][C:29]=1[C:28]1[C:24]2[N:23]=[CH:12][N:7]([C:1]3[CH:6]=[CH:5][C:4]([OH:41])=[CH:3][CH:2]=3)[C:36](=[O:38])[C:25]=2[S:26][CH:27]=1.